This data is from Full USPTO retrosynthesis dataset with 1.9M reactions from patents (1976-2016). The task is: Predict the reactants needed to synthesize the given product. (1) Given the product [CH3:11][O:12][C:13](=[O:23])[C:14]([C:16]1[CH:17]=[CH:18][C:5]([C:6]([Cl:8])=[O:7])=[CH:20][CH:21]=1)([CH3:22])[CH3:15], predict the reactants needed to synthesize it. The reactants are: [Al+3].[Cl-].[Cl-].[Cl-].[C:5](Cl)(=O)[C:6]([Cl:8])=[O:7].[CH3:11][O:12][C:13](=[O:23])[C:14]([CH3:22])([C:16]1[CH:21]=[CH:20]C=[CH:18][CH:17]=1)[CH3:15]. (2) Given the product [ClH:35].[ClH:35].[CH3:36][C:26]1[CH:31]=[CH:30][CH:29]=[CH:28][C:27]=1[S:32]([NH:1][C:2]1[CH:3]=[C:4]([CH2:11][N:12]2[CH2:17][CH2:16][NH:15][CH2:14][CH:13]2[CH3:25])[C:5]2[O:9][CH:8]=[CH:7][C:6]=2[CH:10]=1)(=[O:34])=[O:33], predict the reactants needed to synthesize it. The reactants are: [NH2:1][C:2]1[CH:3]=[C:4]([CH2:11][N:12]2[CH2:17][CH2:16][N:15](C(OC(C)(C)C)=O)[CH2:14][CH:13]2[CH3:25])[C:5]2[O:9][CH:8]=[CH:7][C:6]=2[CH:10]=1.[C:26]1([CH3:36])[C:27]([S:32]([Cl:35])(=[O:34])=[O:33])=[CH:28][CH:29]=[CH:30][CH:31]=1. (3) Given the product [CH3:26][C:2]1[CH:7]=[CH:6][C:5]2[CH2:8][N:9]([C:19]([O:21][C:22]([CH3:25])([CH3:24])[CH3:23])=[O:20])[CH2:10][CH2:11][N:12]3[CH2:13][CH2:14][C:15]4([CH2:18][CH2:17][CH2:16]4)[C:3]=1[C:4]=23, predict the reactants needed to synthesize it. The reactants are: Cl[C:2]1[CH:7]=[CH:6][C:5]2[CH2:8][N:9]([C:19]([O:21][C:22]([CH3:25])([CH3:24])[CH3:23])=[O:20])[CH2:10][CH2:11][N:12]3[CH2:13][CH2:14][C:15]4([CH2:18][CH2:17][CH2:16]4)[C:3]=1[C:4]=23.[C:26]1(C)C=CC=CC=1.CB1OB(C)OB(C)O1.P([O-])([O-])([O-])=O.[K+].[K+].[K+]. (4) Given the product [F:6][C:7]1[C:12]([CH:13]=[CH2:1])=[C:11]([OH:15])[C:10]([O:16][CH3:17])=[CH:9][CH:8]=1, predict the reactants needed to synthesize it. The reactants are: [CH2:1]([Li])CCC.[F:6][C:7]1[C:12]([CH:13]=O)=[C:11]([OH:15])[C:10]([O:16][CH3:17])=[CH:9][CH:8]=1.[Cl-].[NH4+]. (5) The reactants are: [C:1]12([NH:11][C:12](=[O:20])[NH:13][CH2:14][CH2:15][CH2:16][C:17]([OH:19])=[O:18])[CH2:10][CH:5]3[CH2:6][CH:7]([CH2:9][CH:3]([CH2:4]3)[CH2:2]1)[CH2:8]2.[CH2:21]([O:23][C:24](=[O:33])[C:25]1[CH:30]=[CH:29][C:28]([CH2:31]O)=[CH:27][CH:26]=1)[CH3:22].CCN=C=NCCCN(C)C. Given the product [CH2:21]([O:23][C:24](=[O:33])[C:25]1[CH:30]=[CH:29][C:28]([CH2:31][O:18][C:17](=[O:19])[CH2:16][CH2:15][CH2:14][NH:13][C:12]([NH:11][C:1]23[CH2:8][CH:7]4[CH2:9][CH:3]([CH2:4][CH:5]([CH2:6]4)[CH2:10]2)[CH2:2]3)=[O:20])=[CH:27][CH:26]=1)[CH3:22], predict the reactants needed to synthesize it. (6) The reactants are: C([O:3][C:4](=O)[CH:5]=[CH:6][C:7]1[CH:12]=[CH:11][C:10]([CH2:13][CH3:14])=[CH:9][C:8]=1[O:15][CH2:16][C:17]1[CH:22]=[CH:21][CH:20]=[CH:19][CH:18]=1)C.[H-].[Al+3].[Li+].[H-].[H-].[H-]. Given the product [CH2:16]([O:15][C:8]1[CH:9]=[C:10]([CH2:13][CH3:14])[CH:11]=[CH:12][C:7]=1[CH:6]=[CH:5][CH2:4][OH:3])[C:17]1[CH:22]=[CH:21][CH:20]=[CH:19][CH:18]=1, predict the reactants needed to synthesize it. (7) Given the product [CH2:1]([CH:4]([CH2:15][CH:16]=[CH2:17])[CH2:5][O:6][SiH2:7][C:8]1[CH:13]=[CH:12][C:11]([C:29]2[CH:30]=[CH:31][C:26]([O:25][CH3:24])=[CH:27][CH:28]=2)=[CH:10][CH:9]=1)[CH:2]=[CH2:3], predict the reactants needed to synthesize it. The reactants are: [CH2:1]([CH:4]([CH2:15][CH:16]=[CH2:17])[CH2:5][O:6][SiH2:7][C:8]1[CH:13]=[CH:12][C:11](I)=[CH:10][CH:9]=1)[CH:2]=[CH2:3].C([O-])([O-])=O.[K+].[K+].[CH3:24][O:25][C:26]1[CH:31]=[CH:30][C:29](B(O)O)=[CH:28][CH:27]=1. (8) The reactants are: Cl.[F:2][C:3]1[CH:4]=[C:5]([CH:31]=[CH:32][C:33]=1[O:34][CH3:35])[CH2:6][N:7]1[C:12]2[CH:13]=[C:14]([C:16]3[CH:21]=[CH:20][CH:19]=[CH:18][C:17]=3[F:22])[S:15][C:11]=2[C:10](=[O:23])[N:9]([CH:24]2[CH2:29][CH2:28][NH:27][CH2:26][CH2:25]2)[C:8]1=[O:30].[CH2:36]([O:38][C:39]1[C:48]([O:49][CH3:50])=[CH:47][C:46]2[C:45]([C:51]3[CH:59]=[CH:58][C:54]([C:55](O)=[O:56])=[CH:53][CH:52]=3)=[N:44][C@@H:43]3[CH2:60][CH2:61][S:62][CH2:63][C@@H:42]3[C:41]=2[CH:40]=1)[CH3:37].CN(C(ON1N=NC2C=CC=NC1=2)=[N+](C)C)C.F[P-](F)(F)(F)(F)F.CCN(C(C)C)C(C)C. Given the product [CH2:36]([O:38][C:39]1[C:48]([O:49][CH3:50])=[CH:47][C:46]2[C:45]([C:51]3[CH:52]=[CH:53][C:54]([C:55]([N:27]4[CH2:28][CH2:29][CH:24]([N:9]5[C:10](=[O:23])[C:11]6[S:15][C:14]([C:16]7[CH:21]=[CH:20][CH:19]=[CH:18][C:17]=7[F:22])=[CH:13][C:12]=6[N:7]([CH2:6][C:5]6[CH:31]=[CH:32][C:33]([O:34][CH3:35])=[C:3]([F:2])[CH:4]=6)[C:8]5=[O:30])[CH2:25][CH2:26]4)=[O:56])=[CH:58][CH:59]=3)=[N:44][C@@H:43]3[CH2:60][CH2:61][S:62][CH2:63][C@@H:42]3[C:41]=2[CH:40]=1)[CH3:37], predict the reactants needed to synthesize it.